From a dataset of Full USPTO retrosynthesis dataset with 1.9M reactions from patents (1976-2016). Predict the reactants needed to synthesize the given product. (1) Given the product [NH2:1][C:2]1[N:7]=[C:6]([NH:44][C@@H:45]([CH2:49][CH2:50][CH3:51])[CH2:46][CH2:47][OH:48])[C:5]([CH2:21][C:22]2[CH:40]=[CH:39][C:25]([CH2:26][N:27]([CH2:34][C:35]([F:36])([F:37])[F:38])[CH2:28][C:29]([O:31][CH2:32][CH3:33])=[O:30])=[CH:24][C:23]=2[O:41][CH3:42])=[C:4]([CH3:43])[N:3]=1, predict the reactants needed to synthesize it. The reactants are: [NH2:1][C:2]1[N:7]=[C:6](OS(C2C(C)=CC(C)=CC=2C)(=O)=O)[C:5]([CH2:21][C:22]2[CH:40]=[CH:39][C:25]([CH2:26][N:27]([CH2:34][C:35]([F:38])([F:37])[F:36])[CH2:28][C:29]([O:31][CH2:32][CH3:33])=[O:30])=[CH:24][C:23]=2[O:41][CH3:42])=[C:4]([CH3:43])[N:3]=1.[NH2:44][C@@H:45]([CH2:49][CH2:50][CH3:51])[CH2:46][CH2:47][OH:48]. (2) Given the product [CH:23]([C:26]1[CH:31]=[CH:30][CH:29]=[CH:28][C:27]=1[C:21]1[C:15]2[O:14][CH:13]([CH2:12][NH2:88])[CH2:17][C:16]=2[CH:18]=[CH:19][CH:20]=1)([CH3:25])[CH3:24], predict the reactants needed to synthesize it. The reactants are: CC1C=CC(S(O[CH2:12][CH:13]2[CH2:17][C:16]3[CH:18]=[CH:19][CH:20]=[C:21](Br)[C:15]=3[O:14]2)(=O)=O)=CC=1.[CH:23]([C:26]1[CH:31]=[CH:30][CH:29]=[CH:28][C:27]=1B1OC(C)(C)C(C)(C)O1)([CH3:25])[CH3:24].C(=O)([O-])[O-].[K+].[K+].CC1C=CC(S(OCC2CC3C=CC=C(C4C=CC=CC=4C(C)C)C=3O2)(=O)=O)=CC=1.S(C1C=CC(C)=CC=1)([O-])(=O)=O.[N-:88]=[N+]=[N-].[Na+].N(CC1CC2C=CC=C(C3C=CC=CC=3C(C)C)C=2O1)=[N+]=[N-].[N-]=[N+]=[N-]. (3) Given the product [O:34]1[CH2:39][CH2:38][CH:37]=[C:36]([C:10]2[CH:9]=[C:8]([F:24])[C:7]3[O:6][C:5]4[C:14](=[CH:15][C:2]([C:27]5[CH:26]=[N:25][CH:30]=[CH:29][CH:28]=5)=[CH:3][CH:4]=4)[C@@:13]4([CH2:20][CH2:19][O:18][C:17]([NH2:21])=[N:16]4)[C:12]=3[CH:11]=2)[CH2:35]1, predict the reactants needed to synthesize it. The reactants are: Br[C:2]1[CH:15]=[C:14]2[C:5]([O:6][C:7]3[C:8]([F:24])=[CH:9][C:10](OC)=[CH:11][C:12]=3[C@@:13]32[CH2:20][CH2:19][O:18][C:17]([NH2:21])=[N:16]3)=[CH:4][CH:3]=1.[N:25]1[CH:30]=[CH:29][CH:28]=[C:27](B(O)O)[CH:26]=1.[O:34]1[CH2:39][CH2:38][CH:37]=[C:36](B2OC(C)(C)C(C)(C)O2)[CH2:35]1. (4) Given the product [C:70]([C:74]1[CH:75]=[CH:76][C:77]([NH:80][C:25](=[O:27])[C:24]2[CH:28]=[CH:29][CH:30]=[C:22]([C:20]3[N:21]=[C:16]([NH:15][C:12]4[CH:13]=[CH:14][C:9]([C:7]([N:1]5[CH2:2][CH2:3][O:4][CH2:5][CH2:6]5)=[O:8])=[CH:10][CH:11]=4)[C:17]4[N:18]([CH:31]=[CH:32][N:33]=4)[CH:19]=3)[CH:23]=2)=[CH:78][CH:79]=1)([CH3:73])([CH3:71])[CH3:72], predict the reactants needed to synthesize it. The reactants are: [N:1]1([C:7]([C:9]2[CH:14]=[CH:13][C:12]([NH:15][C:16]3[C:17]4[N:18]([CH:31]=[CH:32][N:33]=4)[CH:19]=[C:20]([C:22]4[CH:23]=[C:24]([CH:28]=[CH:29][CH:30]=4)[C:25]([OH:27])=O)[N:21]=3)=[CH:11][CH:10]=2)=[O:8])[CH2:6][CH2:5][O:4][CH2:3][CH2:2]1.F[P-](F)(F)(F)(F)F.N1(O[P+](N(C)C)(N(C)C)N(C)C)C2C=CC=CC=2N=N1.CCN(C(C)C)C(C)C.[C:70]([C:74]1[CH:79]=[CH:78][C:77]([NH2:80])=[CH:76][CH:75]=1)([CH3:73])([CH3:72])[CH3:71]. (5) Given the product [ClH:4].[C:5]1([CH2:11][NH:12][C:13](=[O:31])[N:14]([CH:18]2[CH2:19][CH2:20][NH:21][CH2:22][CH2:23]2)[CH2:15][CH:16]=[CH2:17])[CH:10]=[CH:9][CH:8]=[CH:7][CH:6]=1, predict the reactants needed to synthesize it. The reactants are: C([Cl:4])(=O)C.[C:5]1([CH2:11][NH:12][C:13](=[O:31])[N:14]([CH:18]2[CH2:23][CH2:22][N:21](C(OC(C)(C)C)=O)[CH2:20][CH2:19]2)[CH2:15][CH:16]=[CH2:17])[CH:10]=[CH:9][CH:8]=[CH:7][CH:6]=1. (6) The reactants are: [CH:1]([I:4])(I)I.[CH3:5][C:6]([CH3:24])([Si:8]([CH3:23])([CH3:22])[O:9][CH:10]([CH:20]=O)[CH2:11][O:12][Si:13]([CH3:19])([CH3:18])[C:14]([CH3:17])([CH3:16])[CH3:15])[CH3:7]. Given the product [I:4]/[CH:1]=[CH:20]/[CH:10]([CH2:11][O:12][Si:13]([CH3:19])([CH3:18])[C:14]([CH3:17])([CH3:16])[CH3:15])[O:9][Si:8]([CH3:23])([CH3:22])[C:6]([CH3:24])([CH3:7])[CH3:5], predict the reactants needed to synthesize it. (7) The reactants are: [CH3:1][C:2]1[CH:6]=[C:5]([CH:7]2[O:12][CH2:11][CH2:10][NH:9][CH2:8]2)[O:4][N:3]=1.Cl[C:14]1[C:15]2[C:22]([C:23]3[CH:24]=[C:25]([CH:28]=[CH:29][CH:30]=3)[C:26]#[N:27])=[CH:21][NH:20][C:16]=2[N:17]=[CH:18][N:19]=1. Given the product [CH3:1][C:2]1[CH:6]=[C:5]([CH:7]2[O:12][CH2:11][CH2:10][N:9]([C:14]3[C:15]4[C:22]([C:23]5[CH:24]=[C:25]([CH:28]=[CH:29][CH:30]=5)[C:26]#[N:27])=[CH:21][NH:20][C:16]=4[N:17]=[CH:18][N:19]=3)[CH2:8]2)[O:4][N:3]=1, predict the reactants needed to synthesize it.